From a dataset of Reaction yield outcomes from USPTO patents with 853,638 reactions. Predict the reaction yield, written as a fraction of the theoretical maximum amount of product (1.0 means a 100% yield; for example, 0.34 means a 34% yield). (1) The reactants are [NH2:1][C:2]1[CH:22]=[CH:21][C:20]([N:23]2[CH2:28][CH2:27][CH2:26][CH2:25][CH2:24]2)=[CH:19][C:3]=1[C:4]([NH:6][C:7]1[CH:8]=[N:9][C:10]([C:13]2[CH:18]=[CH:17][CH:16]=[CH:15][CH:14]=2)=[N:11][CH:12]=1)=[O:5].[CH3:29][O:30][C:31]([C:33]1[CH:34]=[C:35]([CH:39]=[CH:40][CH:41]=1)[C:36](O)=[O:37])=[O:32].CCN=C=NCCCN(C)C.Cl. The catalyst is ClCCl.CN(C)C1C=CN=CC=1. The product is [C:13]1([C:10]2[N:11]=[CH:12][C:7]([NH:6][C:4]([C:3]3[CH:19]=[C:20]([N:23]4[CH2:28][CH2:27][CH2:26][CH2:25][CH2:24]4)[CH:21]=[CH:22][C:2]=3[NH:1][C:36]([C:35]3[CH:34]=[C:33]([CH:41]=[CH:40][CH:39]=3)[C:31]([O:30][CH3:29])=[O:32])=[O:37])=[O:5])=[CH:8][N:9]=2)[CH:14]=[CH:15][CH:16]=[CH:17][CH:18]=1. The yield is 0.600. (2) The reactants are [F:1][C:2]1[CH:7]=[C:6]([F:8])[CH:5]=[CH:4][C:3]=1[NH2:9].N1C=CC=CC=1.Cl[C:17]([O:19][CH2:20][C:21]1[CH:26]=[CH:25][CH:24]=[CH:23][CH:22]=1)=[O:18]. The catalyst is ClCCl. The product is [CH2:20]([O:19][C:17](=[O:18])[NH:9][C:3]1[CH:4]=[CH:5][C:6]([F:8])=[CH:7][C:2]=1[F:1])[C:21]1[CH:26]=[CH:25][CH:24]=[CH:23][CH:22]=1. The yield is 0.850. (3) The reactants are [F:1][C:2]1[CH:7]=[CH:6][C:5]([C:8]2[C:16]3[C:11](=[CH:12][CH:13]=[C:14]([C:17]#[C:18][C:19]4[CH:24]=[CH:23][CH:22]=[CH:21][CH:20]=4)[CH:15]=3)[N:10](C3CCCCO3)[N:9]=2)=[CH:4][CH:3]=1.Cl. The catalyst is O1CCCC1. The product is [F:1][C:2]1[CH:3]=[CH:4][C:5]([C:8]2[C:16]3[C:11](=[CH:12][CH:13]=[C:14]([C:17]#[C:18][C:19]4[CH:20]=[CH:21][CH:22]=[CH:23][CH:24]=4)[CH:15]=3)[NH:10][N:9]=2)=[CH:6][CH:7]=1. The yield is 0.900. (4) The reactants are [I:1][C:2]1[CH:7]=[CH:6][CH:5]=[CH:4][C:3]=1[NH2:8].Cl[C:10](Cl)([O:12]C(=O)OC(Cl)(Cl)Cl)Cl.C(=O)(O)[O-].[Na+]. The catalyst is ClCCl. The product is [I:1][C:2]1[CH:7]=[CH:6][CH:5]=[CH:4][C:3]=1[N:8]=[C:10]=[O:12]. The yield is 0.960. (5) The reactants are Cl.[Br:2][C:3]1[S:7][C:6]([CH2:8][NH2:9])=[CH:5][CH:4]=1.C(N(CC)C(C)C)(C)C.[C:19]1([CH2:25][S:26](Cl)(=[O:28])=[O:27])[CH:24]=[CH:23][CH:22]=[CH:21][CH:20]=1. The catalyst is ClCCl. The product is [Br:2][C:3]1[S:7][C:6]([CH2:8][NH:9][S:26]([CH2:25][C:19]2[CH:24]=[CH:23][CH:22]=[CH:21][CH:20]=2)(=[O:28])=[O:27])=[CH:5][CH:4]=1. The yield is 0.840.